From a dataset of Forward reaction prediction with 1.9M reactions from USPTO patents (1976-2016). Predict the product of the given reaction. (1) The product is: [N:19]1([C:9]2[N:8]=[CH:7][C:6]([NH2:5])=[C:11]([C:12]3[CH:17]=[CH:16][CH:15]=[CH:14][C:13]=3[CH3:18])[CH:10]=2)[CH2:24][CH2:23][O:22][CH2:21][CH2:20]1. Given the reactants CC(C)(C)C([NH:5][C:6]1[CH:7]=[N:8][C:9]([N:19]2[CH2:24][CH2:23][O:22][CH2:21][CH2:20]2)=[CH:10][C:11]=1[C:12]1[CH:17]=[CH:16][CH:15]=[CH:14][C:13]=1[CH3:18])=O, predict the reaction product. (2) Given the reactants C(OC(=O)[NH:7][N:8]1[CH2:13][CH2:12][N:11]([CH3:14])[C:10](=[O:15])[CH2:9]1)(C)(C)C.[F:17][C:18]([F:23])([F:22])[C:19]([OH:21])=[O:20], predict the reaction product. The product is: [F:17][C:18]([F:23])([F:22])[C:19]([OH:21])=[O:20].[NH2:7][N:8]1[CH2:13][CH2:12][N:11]([CH3:14])[C:10](=[O:15])[CH2:9]1. (3) The product is: [C:27]([O:13][CH:9]1[CH2:10][CH2:11][CH2:12][C:8]1([NH:7][C:6]([O:5][C:1]([CH3:4])([CH3:3])[CH3:2])=[O:26])[CH2:14][NH:15][C:16]1[CH:21]=[CH:20][C:19]([C:22]#[N:23])=[C:18]([Cl:24])[C:17]=1[CH3:25])(=[O:29])[CH3:28]. Given the reactants [C:1]([O:5][C:6](=[O:26])[NH:7][C:8]1([CH2:14][NH:15][C:16]2[CH:21]=[CH:20][C:19]([C:22]#[N:23])=[C:18]([Cl:24])[C:17]=2[CH3:25])[CH2:12][CH2:11][CH2:10][CH:9]1[OH:13])([CH3:4])([CH3:3])[CH3:2].[C:27](OC(=O)C)(=[O:29])[CH3:28], predict the reaction product. (4) The product is: [CH2:37]([O:36][C:34]([N:30]1[CH2:29][CH2:28][CH:27]([NH:26][C:11]2[CH:2]=[CH:13][C:14]([C:15](=[O:16])[C:17]3[CH:22]=[C:21]([F:23])[CH:20]=[CH:19][C:18]=3[O:24][CH3:25])=[C:9]([NH2:8])[N:10]=2)[CH2:32][CH2:31]1)=[O:35])[CH2:38][CH3:39]. Given the reactants F[C:2](F)(F)C(O)=O.[NH2:8][C:9]1[C:14]([C:15]([C:17]2[CH:22]=[C:21]([F:23])[CH:20]=[CH:19][C:18]=2[O:24][CH3:25])=[O:16])=[CH:13]N=[C:11]([NH:26][CH:27]2[CH2:32][CH2:31][NH:30][CH2:29][CH2:28]2)[N:10]=1.Cl[C:34]([O:36][CH2:37][CH2:38][CH3:39])=[O:35], predict the reaction product. (5) Given the reactants [NH:1]1[CH:5]=[CH:4][CH:3]=[N:2]1.Br[CH2:7][CH:8]1[CH2:12][CH2:11][CH2:10][CH2:9]1.[Br-].[OH-].[Na+], predict the reaction product. The product is: [CH:8]1([CH2:7][N:1]2[CH:5]=[CH:4][CH:3]=[N:2]2)[CH2:12][CH2:11][CH2:10][CH2:9]1. (6) Given the reactants [CH:1]1([NH:7][C:8](=[N:15][CH:16]2[CH2:21][CH2:20][CH2:19][CH2:18][CH2:17]2)[O:9][N:10]=[C:11]([CH2:13][CH3:14])[CH3:12])[CH2:6][CH2:5][CH2:4][CH2:3][CH2:2]1.C(N(CC)CC)C.[C:29](Cl)(=[O:34])[C:30]([CH3:33])([CH3:32])[CH3:31], predict the reaction product. The product is: [C:29]([N:15]([CH:16]1[CH2:17][CH2:18][CH2:19][CH2:20][CH2:21]1)[C:8](=[N:7][CH:1]1[CH2:2][CH2:3][CH2:4][CH2:5][CH2:6]1)[O:9][N:10]=[C:11]([CH2:13][CH3:14])[CH3:12])(=[O:34])[C:30]([CH3:33])([CH3:32])[CH3:31]. (7) Given the reactants [F:1][C:2]1[CH:7]=[C:6]([N+:8]([O-])=O)[CH:5]=[C:4]([F:11])[C:3]=1[N:12]1[CH2:17][CH2:16][S:15](=[O:19])(=[O:18])[CH2:14][CH2:13]1, predict the reaction product. The product is: [O:19]=[S:15]1(=[O:18])[CH2:16][CH2:17][N:12]([C:3]2[C:4]([F:11])=[CH:5][C:6]([NH2:8])=[CH:7][C:2]=2[F:1])[CH2:13][CH2:14]1.